Dataset: NCI-60 drug combinations with 297,098 pairs across 59 cell lines. Task: Regression. Given two drug SMILES strings and cell line genomic features, predict the synergy score measuring deviation from expected non-interaction effect. (1) Drug 1: C1CCC(C1)C(CC#N)N2C=C(C=N2)C3=C4C=CNC4=NC=N3. Drug 2: C1CCC(C(C1)N)N.C(=O)(C(=O)[O-])[O-].[Pt+4]. Cell line: UACC-257. Synergy scores: CSS=-3.62, Synergy_ZIP=1.57, Synergy_Bliss=1.24, Synergy_Loewe=-2.23, Synergy_HSA=-1.63. (2) Drug 1: CC(C1=C(C=CC(=C1Cl)F)Cl)OC2=C(N=CC(=C2)C3=CN(N=C3)C4CCNCC4)N. Drug 2: C1C(C(OC1N2C=NC(=NC2=O)N)CO)O. Cell line: HOP-92. Synergy scores: CSS=12.9, Synergy_ZIP=-5.04, Synergy_Bliss=-3.43, Synergy_Loewe=-3.19, Synergy_HSA=-2.01. (3) Drug 1: CN1CCC(CC1)COC2=C(C=C3C(=C2)N=CN=C3NC4=C(C=C(C=C4)Br)F)OC. Drug 2: CC(C1=C(C=CC(=C1Cl)F)Cl)OC2=C(N=CC(=C2)C3=CN(N=C3)C4CCNCC4)N. Cell line: HS 578T. Synergy scores: CSS=-10.3, Synergy_ZIP=11.6, Synergy_Bliss=3.01, Synergy_Loewe=-6.93, Synergy_HSA=-4.57. (4) Synergy scores: CSS=15.5, Synergy_ZIP=2.72, Synergy_Bliss=1.98, Synergy_Loewe=1.61, Synergy_HSA=-1.30. Drug 2: CC(C)CN1C=NC2=C1C3=CC=CC=C3N=C2N. Cell line: SK-MEL-2. Drug 1: CC1CCC2CC(C(=CC=CC=CC(CC(C(=O)C(C(C(=CC(C(=O)CC(OC(=O)C3CCCCN3C(=O)C(=O)C1(O2)O)C(C)CC4CCC(C(C4)OC)OCCO)C)C)O)OC)C)C)C)OC. (5) Drug 1: C1CCC(CC1)NC(=O)N(CCCl)N=O. Drug 2: CC1=C(C(CCC1)(C)C)C=CC(=CC=CC(=CC(=O)O)C)C. Cell line: EKVX. Synergy scores: CSS=-1.00, Synergy_ZIP=-1.71, Synergy_Bliss=-7.12, Synergy_Loewe=-10.00, Synergy_HSA=-9.62. (6) Drug 1: CC12CCC(CC1=CCC3C2CCC4(C3CC=C4C5=CN=CC=C5)C)O. Drug 2: C1=C(C(=O)NC(=O)N1)F. Cell line: PC-3. Synergy scores: CSS=42.7, Synergy_ZIP=6.21, Synergy_Bliss=5.05, Synergy_Loewe=5.14, Synergy_HSA=6.97.